Task: Predict which catalyst facilitates the given reaction.. Dataset: Catalyst prediction with 721,799 reactions and 888 catalyst types from USPTO (1) Reactant: C[O:2][C:3](=[O:43])[C:4]1[CH:9]=[CH:8][C:7]([N:10]([C:12](=[O:42])[CH2:13][N:14]([C:16]([C@@H:18]2[CH2:22][C@@H:21]([S:23]C(=O)C)[CH2:20][N:19]2[S:27]([C:30]2[CH:35]=[CH:34][C:33]([C:36]3[CH:41]=[CH:40][CH:39]=[CH:38][CH:37]=3)=[CH:32][CH:31]=2)(=[O:29])=[O:28])=[O:17])[CH3:15])[CH3:11])=[CH:6][CH:5]=1.[Li+].[OH-].OS([O-])(=O)=O.[K+]. Product: [C:33]1([C:36]2[CH:37]=[CH:38][CH:39]=[CH:40][CH:41]=2)[CH:32]=[CH:31][C:30]([S:27]([N:19]2[CH2:20][C@H:21]([SH:23])[CH2:22][C@H:18]2[C:16]([N:14]([CH2:13][C:12]([N:10]([CH3:11])[C:7]2[CH:8]=[CH:9][C:4]([C:3]([OH:43])=[O:2])=[CH:5][CH:6]=2)=[O:42])[CH3:15])=[O:17])(=[O:28])=[O:29])=[CH:35][CH:34]=1. The catalyst class is: 1. (2) Reactant: [NH2:1][C@H:2]1[CH2:6][CH2:5][N:4]([CH:7]2[CH2:12][CH2:11][N:10]([C:13]3[S:17][N:16]=[C:15]([CH:18]([CH3:20])[CH3:19])[N:14]=3)[CH2:9][CH2:8]2)[C:3]1=[O:21].F[C:23]1[CH:28]=[CH:27][C:26]([S:29]([CH3:32])(=[O:31])=[O:30])=[CH:25][C:24]=1[F:33].C([O-])([O-])=O.[Na+].[Na+]. Product: [F:33][C:24]1[CH:25]=[C:26]([S:29]([CH3:32])(=[O:31])=[O:30])[CH:27]=[CH:28][C:23]=1[NH:1][C@H:2]1[CH2:6][CH2:5][N:4]([CH:7]2[CH2:8][CH2:9][N:10]([C:13]3[S:17][N:16]=[C:15]([CH:18]([CH3:19])[CH3:20])[N:14]=3)[CH2:11][CH2:12]2)[C:3]1=[O:21]. The catalyst class is: 16. (3) Reactant: [F:1][C:2]1[C:3]([C:9]#[N:10])=[N:4][CH:5]=[CH:6][C:7]=1I.[N:11]1[CH:16]=[C:15](B(O)O)[CH:14]=[N:13][CH:12]=1.C(=O)([O-])[O-].[Cs+].[Cs+]. Product: [F:1][C:2]1[C:3]([C:9]#[N:10])=[N:4][CH:5]=[CH:6][C:7]=1[C:15]1[CH:16]=[N:11][CH:12]=[N:13][CH:14]=1. The catalyst class is: 38. (4) Reactant: Cl[C:2]1[CH:3]=[CH:4][C:5]2[N:6]([C:8]([C:11]3[CH:16]=[CH:15][CH:14]=[C:13]([Cl:17])[CH:12]=3)=[CH:9][N:10]=2)[N:7]=1.Cl.[NH2:19][C@H:20]1[CH2:25][CH2:24][C@H:23]([OH:26])[CH2:22][CH2:21]1.C([O-])(O)=O.[Na+]. Product: [Cl:17][C:13]1[CH:12]=[C:11]([C:8]2[N:6]3[N:7]=[C:2]([NH:19][CH:20]4[CH2:25][CH2:24][CH:23]([OH:26])[CH2:22][CH2:21]4)[CH:3]=[CH:4][C:5]3=[N:10][CH:9]=2)[CH:16]=[CH:15][CH:14]=1. The catalyst class is: 37. (5) Reactant: [P:1]([O:13][CH2:14][CH2:15][CH2:16][NH:17][C:18]1[N:23]=[C:22]([C:24]2[C:25]([O:30][C:31]3[CH:36]=[CH:35][C:34]([NH:37][C:38]4[C:47]5[C:42](=[CH:43][CH:44]=[CH:45][CH:46]=5)[C:41]([C:48]5[CH:53]=[CH:52][CH:51]=[CH:50][CH:49]=5)=[N:40][N:39]=4)=[CH:33][CH:32]=3)=[N:26][CH:27]=[CH:28][CH:29]=2)[CH:21]=[CH:20][N:19]=1)([O:8]C(C)(C)C)([O:3]C(C)(C)C)=[O:2].[ClH:54]. Product: [ClH:54].[ClH:54].[P:1]([OH:8])([OH:3])([O:13][CH2:14][CH2:15][CH2:16][NH:17][C:18]1[N:23]=[C:22]([C:24]2[C:25]([O:30][C:31]3[CH:36]=[CH:35][C:34]([NH:37][C:38]4[C:47]5[C:42](=[CH:43][CH:44]=[CH:45][CH:46]=5)[C:41]([C:48]5[CH:53]=[CH:52][CH:51]=[CH:50][CH:49]=5)=[N:40][N:39]=4)=[CH:33][CH:32]=3)=[N:26][CH:27]=[CH:28][CH:29]=2)[CH:21]=[CH:20][N:19]=1)=[O:2]. The catalyst class is: 12.